From a dataset of Forward reaction prediction with 1.9M reactions from USPTO patents (1976-2016). Predict the product of the given reaction. (1) Given the reactants [CH3:1][Si](C=[N+]=[N-])(C)C.CCCCCC.[OH:14][CH2:15][C:16]([NH:19][C:20](=[O:29])[C:21]1[CH:26]=[CH:25][C:24]([F:27])=[CH:23][C:22]=1[F:28])([CH3:18])[CH3:17].B(F)(F)F.CCOCC, predict the reaction product. The product is: [CH3:1][O:14][CH2:15][C:16]([NH:19][C:20](=[O:29])[C:21]1[CH:26]=[CH:25][C:24]([F:27])=[CH:23][C:22]=1[F:28])([CH3:18])[CH3:17]. (2) Given the reactants [Br:1][C:2]1[CH:7]=[CH:6][C:5](I)=[CH:4][CH:3]=1.C[Si](C)(C)[C:11]([F:17])([F:16])[C:12]([F:15])([F:14])[F:13].[F-].[K+], predict the reaction product. The product is: [Br:1][C:2]1[CH:7]=[CH:6][C:5]([C:11]([F:17])([F:16])[C:12]([F:15])([F:14])[F:13])=[CH:4][CH:3]=1. (3) Given the reactants Cl.[NH2:2][C@H:3]1[CH2:8][CH2:7][C@H:6]([OH:9])[CH2:5][CH2:4]1.[CH3:10][C:11]([O:14][C:15](O[C:15]([O:14][C:11]([CH3:13])([CH3:12])[CH3:10])=[O:16])=[O:16])([CH3:13])[CH3:12].C(N(CC)CC)C, predict the reaction product. The product is: [C:11]([O:14][C:15](=[O:16])[NH:2][CH:3]1[CH2:8][CH2:7][CH:6]([OH:9])[CH2:5][CH2:4]1)([CH3:13])([CH3:12])[CH3:10]. (4) Given the reactants [Br:1][C:2]1[CH:7]=[CH:6][C:5]([N+:8]([O-:10])=[O:9])=[C:4](F)[CH:3]=1.[CH3:12][NH2:13], predict the reaction product. The product is: [Br:1][C:2]1[CH:7]=[CH:6][C:5]([N+:8]([O-:10])=[O:9])=[C:4]([CH:3]=1)[NH:13][CH3:12]. (5) Given the reactants [CH3:1][O:2][C:3](=[O:31])[CH2:4][CH2:5][C:6]1[CH:11]=[CH:10][C:9]([O:12][CH:13]([C:15]2[O:19][C:18]([C:20]3[CH:25]=[CH:24][C:23](Br)=[CH:22][CH:21]=3)=[N:17][C:16]=2[CH:27]([CH3:29])[CH3:28])[CH3:14])=[CH:8][C:7]=1[CH3:30].[B:32]1([B:32]2[O:36][C:35]([CH3:38])([CH3:37])[C:34]([CH3:40])([CH3:39])[O:33]2)[O:36][C:35]([CH3:38])([CH3:37])[C:34]([CH3:40])([CH3:39])[O:33]1.C([O-])(=O)C.[K+], predict the reaction product. The product is: [CH3:1][O:2][C:3](=[O:31])[CH2:4][CH2:5][C:6]1[CH:11]=[CH:10][C:9]([O:12][CH:13]([C:15]2[O:19][C:18]([C:20]3[CH:25]=[CH:24][C:23]([B:32]4[O:36][C:35]([CH3:38])([CH3:37])[C:34]([CH3:40])([CH3:39])[O:33]4)=[CH:22][CH:21]=3)=[N:17][C:16]=2[CH:27]([CH3:29])[CH3:28])[CH3:14])=[CH:8][C:7]=1[CH3:30]. (6) Given the reactants [F:1][C:2]1[CH:7]=[C:6]([S:8]([CH3:11])(=[O:10])=[O:9])[CH:5]=[CH:4][C:3]=1[OH:12].[Br:13][C:14]1[N:18]([CH:19]2[CH2:24][CH2:23][N:22]([C:25]([O:27][CH:28]([CH3:30])[CH3:29])=[O:26])[CH2:21][CH2:20]2)[N:17]=[CH:16][C:15]=1[CH2:31]O.[Si](OCCSC1C=CC(OCC2C=NN(C3CCN(C(OC(C)C)=O)CC3)C=2C#N)=C(F)C=1)(C(C)(C)C)(C)C, predict the reaction product. The product is: [Br:13][C:14]1[N:18]([CH:19]2[CH2:24][CH2:23][N:22]([C:25]([O:27][CH:28]([CH3:29])[CH3:30])=[O:26])[CH2:21][CH2:20]2)[N:17]=[CH:16][C:15]=1[CH2:31][O:12][C:3]1[CH:4]=[CH:5][C:6]([S:8]([CH3:11])(=[O:9])=[O:10])=[CH:7][C:2]=1[F:1].